This data is from NCI-60 drug combinations with 297,098 pairs across 59 cell lines. The task is: Regression. Given two drug SMILES strings and cell line genomic features, predict the synergy score measuring deviation from expected non-interaction effect. (1) Drug 1: CN1C(=O)N2C=NC(=C2N=N1)C(=O)N. Drug 2: N.N.Cl[Pt+2]Cl. Cell line: MDA-MB-231. Synergy scores: CSS=12.9, Synergy_ZIP=-7.49, Synergy_Bliss=-0.841, Synergy_Loewe=-0.123, Synergy_HSA=0.748. (2) Drug 1: CC1=C2C(C(=O)C3(C(CC4C(C3C(C(C2(C)C)(CC1OC(=O)C(C(C5=CC=CC=C5)NC(=O)OC(C)(C)C)O)O)OC(=O)C6=CC=CC=C6)(CO4)OC(=O)C)OC)C)OC. Drug 2: CN(C)N=NC1=C(NC=N1)C(=O)N. Cell line: NCI-H460. Synergy scores: CSS=74.9, Synergy_ZIP=18.3, Synergy_Bliss=17.3, Synergy_Loewe=4.48, Synergy_HSA=19.4. (3) Drug 1: C1=NC2=C(N=C(N=C2N1C3C(C(C(O3)CO)O)F)Cl)N. Drug 2: C1CC(=O)NC(=O)C1N2C(=O)C3=CC=CC=C3C2=O. Cell line: CCRF-CEM. Synergy scores: CSS=71.4, Synergy_ZIP=0.373, Synergy_Bliss=1.80, Synergy_Loewe=-56.1, Synergy_HSA=0.668. (4) Drug 1: C1=C(C(=O)NC(=O)N1)F. Drug 2: CC1C(C(CC(O1)OC2CC(CC3=C2C(=C4C(=C3O)C(=O)C5=C(C4=O)C(=CC=C5)OC)O)(C(=O)CO)O)N)O.Cl. Cell line: MALME-3M. Synergy scores: CSS=65.3, Synergy_ZIP=0.680, Synergy_Bliss=0.838, Synergy_Loewe=3.77, Synergy_HSA=4.84. (5) Drug 1: C1CC(C1)(C(=O)O)C(=O)O.[NH2-].[NH2-].[Pt+2]. Drug 2: CC=C1C(=O)NC(C(=O)OC2CC(=O)NC(C(=O)NC(CSSCCC=C2)C(=O)N1)C(C)C)C(C)C. Cell line: A498. Synergy scores: CSS=16.4, Synergy_ZIP=-4.24, Synergy_Bliss=-0.844, Synergy_Loewe=-19.1, Synergy_HSA=-0.171.